This data is from Forward reaction prediction with 1.9M reactions from USPTO patents (1976-2016). The task is: Predict the product of the given reaction. Given the reactants Cl[CH2:2][C:3]1[N:4]([CH3:11])[CH:5]=[C:6]([N+:8]([O-:10])=[O:9])[N:7]=1.[Li+].[Br-:13], predict the reaction product. The product is: [Br:13][CH2:2][C:3]1[N:4]([CH3:11])[CH:5]=[C:6]([N+:8]([O-:10])=[O:9])[N:7]=1.